The task is: Regression. Given two drug SMILES strings and cell line genomic features, predict the synergy score measuring deviation from expected non-interaction effect.. This data is from NCI-60 drug combinations with 297,098 pairs across 59 cell lines. Drug 1: CC1=CC=C(C=C1)C2=CC(=NN2C3=CC=C(C=C3)S(=O)(=O)N)C(F)(F)F. Drug 2: C1=CC=C(C(=C1)C(C2=CC=C(C=C2)Cl)C(Cl)Cl)Cl. Cell line: HT29. Synergy scores: CSS=-8.08, Synergy_ZIP=3.25, Synergy_Bliss=0.849, Synergy_Loewe=-3.02, Synergy_HSA=-3.37.